This data is from Full USPTO retrosynthesis dataset with 1.9M reactions from patents (1976-2016). The task is: Predict the reactants needed to synthesize the given product. (1) Given the product [S:20]1[CH:21]=[CH:22][CH:23]=[C:19]1[S:16]([N:14]1[CH2:13][CH2:12][N:11]([C:24]2[CH:25]=[CH:26][C:27]([C:30]([OH:36])([CH3:35])[C:31]([F:33])([F:32])[F:34])=[CH:28][CH:29]=2)[CH:10]([CH:9]=[O:8])[CH2:15]1)(=[O:17])=[O:18], predict the reactants needed to synthesize it. The reactants are: C([O:8][CH2:9][CH:10]1[CH2:15][N:14]([S:16]([C:19]2[S:20][CH:21]=[CH:22][CH:23]=2)(=[O:18])=[O:17])[CH2:13][CH2:12][N:11]1[C:24]1[CH:29]=[CH:28][C:27]([C:30]([OH:36])([CH3:35])[C:31]([F:34])([F:33])[F:32])=[CH:26][CH:25]=1)C1C=CC=CC=1.C(=O)(O)[O-].[Na+].CC(OI1(OC(C)=O)(OC(C)=O)OC(=O)C2C=CC=CC1=2)=O. (2) Given the product [C:1]1([N:7]2[C:11]([NH:12][C:25](=[O:26])[O:24][C:18]3[CH:23]=[CH:22][CH:21]=[CH:20][CH:19]=3)=[C:10]3[CH2:13][S:14][CH2:15][C:9]3=[N:8]2)[CH:2]=[CH:3][CH:4]=[CH:5][CH:6]=1, predict the reactants needed to synthesize it. The reactants are: [C:1]1([N:7]2[C:11]([NH2:12])=[C:10]3[CH2:13][S:14][CH2:15][C:9]3=[N:8]2)[CH:6]=[CH:5][CH:4]=[CH:3][CH:2]=1.[OH-].[Na+].[C:18]1([O:24][C:25](Cl)=[O:26])[CH:23]=[CH:22][CH:21]=[CH:20][CH:19]=1. (3) Given the product [OH:32][CH2:15][C:16]1[C:25]([C:26]2[CH:27]=[CH:28][C:11]([O:10][CH2:9][O:8][CH2:1][C:2]3[CH:7]=[CH:6][CH:5]=[CH:4][CH:3]=3)=[CH:12][C:13]=2[OH:14])=[CH:24][CH:23]=[C:22]2[C:17]=1[C:18]([CH3:31])=[CH:19][C:20]([CH3:30])([CH3:29])[NH:21]2, predict the reactants needed to synthesize it. The reactants are: [CH2:1]([O:8][CH2:9][O:10][C:11]1[CH:12]=[C:13]2[C:26](=[CH:27][CH:28]=1)[C:25]1[C:16](=[C:17]3[C:22](=[CH:23][CH:24]=1)[NH:21][C:20]([CH3:30])([CH3:29])[CH:19]=[C:18]3[CH3:31])[C:15](=[O:32])[O:14]2)[C:2]1[CH:7]=[CH:6][CH:5]=[CH:4][CH:3]=1.O1CCCC1.[H-].COCCO[Al+]OCCOC.[Na+].[H-].O.O.O.O.C(C(C(C([O-])=O)O)O)([O-])=O.[Na+].[K+]. (4) Given the product [C:5]1([CH3:10])[CH:6]=[C:7]([CH3:9])[CH:8]=[C:3]([CH3:51])[C:4]=1[S:11]([N:14]([CH2:15][CH2:16][CH2:17][CH2:18][CH2:19][N:20]([S:39]([C:42]1[C:43]([CH3:50])=[CH:44][C:45]([CH3:49])=[CH:46][C:47]=1[CH3:48])(=[O:40])=[O:41])[CH2:21][CH2:22][CH2:23][CH2:24][CH2:25][N:26]([S:27]([C:30]1[C:31]([CH3:38])=[CH:32][C:33]([CH3:37])=[CH:34][C:35]=1[CH3:36])(=[O:28])=[O:29])[CH2:53][CH3:54])[CH2:55][CH3:56])(=[O:13])=[O:12], predict the reactants needed to synthesize it. The reactants are: [H-].[Na+].[C:3]1([CH3:51])[CH:8]=[C:7]([CH3:9])[CH:6]=[C:5]([CH3:10])[C:4]=1[S:11]([NH:14][CH2:15][CH2:16][CH2:17][CH2:18][CH2:19][N:20]([S:39]([C:42]1[C:47]([CH3:48])=[CH:46][C:45]([CH3:49])=[CH:44][C:43]=1[CH3:50])(=[O:41])=[O:40])[CH2:21][CH2:22][CH2:23][CH2:24][CH2:25][NH:26][S:27]([C:30]1[C:35]([CH3:36])=[CH:34][C:33]([CH3:37])=[CH:32][C:31]=1[CH3:38])(=[O:29])=[O:28])(=[O:13])=[O:12].I[CH2:53][CH3:54].[CH3:55][CH2:56]CCCC.CCOC(C)=O. (5) The reactants are: [CH2:1]([O:8][C:9]([NH:11][C@@H:12]([CH2:18][CH2:19][C:20]([O:22]C(C)(C)C)=[O:21])[C:13]([O:15][CH2:16][CH3:17])=[O:14])=[O:10])[C:2]1[CH:7]=[CH:6][CH:5]=[CH:4][CH:3]=1.C(O)(C(F)(F)F)=O. Given the product [CH2:1]([O:8][C:9]([NH:11][C@H:12]([C:13]([O:15][CH2:16][CH3:17])=[O:14])[CH2:18][CH2:19][C:20]([OH:22])=[O:21])=[O:10])[C:2]1[CH:3]=[CH:4][CH:5]=[CH:6][CH:7]=1, predict the reactants needed to synthesize it.